From a dataset of Forward reaction prediction with 1.9M reactions from USPTO patents (1976-2016). Predict the product of the given reaction. The product is: [CH3:10][C:8]1[O:9][C:5]([C:3]2[N:29]=[C:27]([NH:26][C:18]3[CH:19]=[C:20]([CH:24]=[CH:25][C:17]=3[O:16][CH:13]([CH3:15])[CH3:14])[C:21]([NH2:23])=[O:22])[S:28][CH:2]=2)=[C:6]([CH3:11])[N:7]=1. Given the reactants Br[CH2:2][C:3]([C:5]1[O:9][C:8]([CH3:10])=[N:7][C:6]=1[CH3:11])=O.Br.[CH:13]([O:16][C:17]1[CH:25]=[CH:24][C:20]([C:21]([NH2:23])=[O:22])=[CH:19][C:18]=1[NH:26][C:27]([NH2:29])=[S:28])([CH3:15])[CH3:14].N.CO, predict the reaction product.